This data is from Full USPTO retrosynthesis dataset with 1.9M reactions from patents (1976-2016). The task is: Predict the reactants needed to synthesize the given product. (1) Given the product [CH2:2]([C:9]1[C:14]([Cl:25])=[N:13][C:12]([C:16]2[CH:21]=[CH:20][CH:19]=[CH:18][N:17]=2)=[N:11][C:10]=1[Cl:1])[C:3]1[CH:8]=[CH:7][CH:6]=[CH:5][CH:4]=1, predict the reactants needed to synthesize it. The reactants are: [ClH:1].[CH2:2]([CH:9]1[C:14](=O)[NH:13][C:12]([C:16]2[CH:21]=[CH:20][CH:19]=[CH:18][N:17]=2)=[N:11][C:10]1=O)[C:3]1[CH:8]=[CH:7][CH:6]=[CH:5][CH:4]=1.P(Cl)(Cl)([Cl:25])=O. (2) Given the product [CH2:10]([C:13]1[CH:18]=[CH:17][C:16]([O:19][C:2]2[CH:3]=[C:4]([CH:7]=[CH:8][CH:9]=2)[C:5]#[N:6])=[CH:15][CH:14]=1)[CH2:11][CH3:12], predict the reactants needed to synthesize it. The reactants are: F[C:2]1[CH:3]=[C:4]([CH:7]=[CH:8][CH:9]=1)[C:5]#[N:6].[CH2:10]([C:13]1[CH:18]=[CH:17][C:16]([OH:19])=[CH:15][CH:14]=1)[CH2:11][CH3:12].C(=O)([O-])[O-].[Cs+].[Cs+].Cl. (3) The reactants are: C[C:2]1[N:7]=[C:6]([NH:8][C:9]2C=CC=CN=2)[CH:5]=[CH:4][CH:3]=1.Br[C:16]1[CH:21]=[CH:20][CH:19]=[CH:18][N:17]=1.[C:22](=O)([O-])[O-].[Na+].[Na+].[Br-].[K+]. Given the product [CH3:22][C:18]1[N:17]=[C:16]([CH2:9][NH:8][C:6]2[CH:5]=[CH:4][CH:3]=[CH:2][N:7]=2)[CH:21]=[CH:20][CH:19]=1, predict the reactants needed to synthesize it. (4) Given the product [O:26]=[C:25]1[NH:29][C:30]2[CH:38]=[CH:37][C:33]([C:34]([N:3]3[CH2:4][C:5]4([CH2:9][CH2:8][N:7]([C:10]([O:12][CH2:13][C:14]5[CH:15]=[C:16]([Cl:21])[CH:17]=[C:18]([Cl:20])[CH:19]=5)=[O:11])[CH2:6]4)[CH2:2]3)=[O:36])=[CH:32][C:31]=2[O:39]1, predict the reactants needed to synthesize it. The reactants are: Cl.[CH2:2]1[C:5]2([CH2:9][CH2:8][N:7]([C:10]([O:12][CH2:13][C:14]3[CH:19]=[C:18]([Cl:20])[CH:17]=[C:16]([Cl:21])[CH:15]=3)=[O:11])[CH2:6]2)[CH2:4][NH:3]1.CN1CC[O:26][CH2:25]C1.[NH2:29][C:30]1[CH:38]=[CH:37][C:33]([C:34]([OH:36])=O)=[CH:32][C:31]=1[OH:39].F[P-](F)(F)(F)(F)F.N1(OC(N(C)C)=[N+](C)C)C2N=CC=CC=2N=N1.C(N1C=CN=C1)(N1C=CN=C1)=O.